This data is from Catalyst prediction with 721,799 reactions and 888 catalyst types from USPTO. The task is: Predict which catalyst facilitates the given reaction. Reactant: [CH2:1]([N:8]1[C:17](=[O:18])[C:16]2[N:15]=[CH:14][CH:13]=[CH:12][C:11]=2[C:10](Br)=[CH:9]1)[C:2]1[CH:7]=[CH:6][CH:5]=[CH:4][CH:3]=1.[CH3:20][C:21]1[C:25](B(O)O)=[C:24]([CH3:29])[O:23][N:22]=1.C([O-])([O-])=O.[Na+].[Na+]. Product: [CH2:1]([N:8]1[C:17](=[O:18])[C:16]2[N:15]=[CH:14][CH:13]=[CH:12][C:11]=2[C:10]([C:25]2[C:21]([CH3:20])=[N:22][O:23][C:24]=2[CH3:29])=[CH:9]1)[C:2]1[CH:7]=[CH:6][CH:5]=[CH:4][CH:3]=1. The catalyst class is: 73.